This data is from Catalyst prediction with 721,799 reactions and 888 catalyst types from USPTO. The task is: Predict which catalyst facilitates the given reaction. (1) Reactant: [Cl:1][C:2]1[C:11]2[O:10][C@@H:9]([CH:12]([CH3:14])[CH3:13])[C:8](=[O:15])[NH:7][C:6]=2[CH:5]=[C:4]([CH3:16])[CH:3]=1.C(=O)([O-])[O-].[K+].[K+].[C:23]([O:27][CH3:28])(=[O:26])[CH:24]=[CH2:25].C(O)(=O)CC(CC(O)=O)(C(O)=O)O. Product: [CH3:28][O:27][C:23](=[O:26])[CH2:24][CH2:25][N:7]1[C:6]2[CH:5]=[C:4]([CH3:16])[CH:3]=[C:2]([Cl:1])[C:11]=2[O:10][C@@H:9]([CH:12]([CH3:13])[CH3:14])[C:8]1=[O:15]. The catalyst class is: 9. (2) Reactant: [NH:1]1[C:9]2[C:4](=[CH:5][C:6]([OH:10])=[CH:7][CH:8]=2)[CH:3]=[N:2]1.O[CH:12]1[CH2:17][CH2:16][N:15]([C:18]([O:20][C:21]([CH3:24])([CH3:23])[CH3:22])=[O:19])[CH2:14][CH2:13]1.C1(P(C2C=CC=CC=2)C2C=CC=CC=2)C=CC=CC=1.N(C(OCC)=O)=NC(OCC)=O. Product: [NH:1]1[C:9]2[C:4](=[CH:5][C:6]([O:10][CH:12]3[CH2:17][CH2:16][N:15]([C:18]([O:20][C:21]([CH3:24])([CH3:23])[CH3:22])=[O:19])[CH2:14][CH2:13]3)=[CH:7][CH:8]=2)[CH:3]=[N:2]1. The catalyst class is: 7. (3) Reactant: O=P(Cl)(Cl)Cl.[C:6]([O:10][C:11]([N:13]1[CH2:27][CH2:26][N:16]2[C:17]3[CH:18]=[CH:19][C:20]([O:24][CH3:25])=[CH:21][C:22]=3[CH:23]=[C:15]2[CH2:14]1)=[O:12])([CH3:9])([CH3:8])[CH3:7].[C:28]([O-])(O)=[O:29].[Na+]. Product: [C:6]([O:10][C:11]([N:13]1[CH2:27][CH2:26][N:16]2[C:17]3[CH:18]=[CH:19][C:20]([O:24][CH3:25])=[CH:21][C:22]=3[C:23]([CH:28]=[O:29])=[C:15]2[CH2:14]1)=[O:12])([CH3:9])([CH3:7])[CH3:8]. The catalyst class is: 3. (4) Reactant: [C:1]([O-])([O-])=O.[Cs+].[Cs+].[NH2:7][C:8]1[CH:16]=[C:15]([Br:17])[CH:14]=[C:13]([C:18]([F:21])([F:20])[F:19])[C:9]=1[C:10]([OH:12])=[O:11].CI.O. Product: [NH2:7][C:8]1[CH:16]=[C:15]([Br:17])[CH:14]=[C:13]([C:18]([F:21])([F:19])[F:20])[C:9]=1[C:10]([O:12][CH3:1])=[O:11]. The catalyst class is: 3.